This data is from Reaction yield outcomes from USPTO patents with 853,638 reactions. The task is: Predict the reaction yield, written as a fraction of the theoretical maximum amount of product (1.0 means a 100% yield; for example, 0.34 means a 34% yield). (1) The product is [Cl:30][C:28]1[CH:29]=[C:24]([C:21]2[CH:20]=[CH:19][C:18]([CH2:17][C@@H:4]([C:3]([OH:39])=[O:2])[NH:5][C:6]([C:8]3([CH2:13][CH2:14][O:15][CH3:16])[CH2:12][CH2:11][CH2:10][CH2:9]3)=[O:7])=[CH:23][CH:22]=2)[C:25](=[O:38])[N:26]([CH2:31][C:32]2[CH:33]=[CH:34][CH:35]=[CH:36][CH:37]=2)[CH:27]=1. The yield is 0.600. The reactants are C[O:2][C:3](=[O:39])[C@H:4]([CH2:17][C:18]1[CH:23]=[CH:22][C:21]([C:24]2[C:25](=[O:38])[N:26]([CH2:31][C:32]3[CH:37]=[CH:36][CH:35]=[CH:34][CH:33]=3)[CH:27]=[C:28]([Cl:30])[CH:29]=2)=[CH:20][CH:19]=1)[NH:5][C:6]([C:8]1([CH2:13][CH2:14][O:15][CH3:16])[CH2:12][CH2:11][CH2:10][CH2:9]1)=[O:7].O.[OH-].[Li+]. The catalyst is C1COCC1.O.C(O)(=O)C. (2) The product is [O:16]1[CH2:17][C@@H:18]1[CH2:22][CH2:21][C:20]([O:19][CH3:1])=[O:23]. The yield is 0.530. The reactants are [CH3:1][O-].[Na+].CO.CC1C=CC(S([O:16][CH2:17][C@@H:18]2[CH2:22][CH2:21][C:20](=[O:23])[O:19]2)(=O)=O)=CC=1.CO. The catalyst is C(O)(=O)C. (3) The catalyst is C1C=CC(/C=C/C(/C=C/C2C=CC=CC=2)=O)=CC=1.C1C=CC(/C=C/C(/C=C/C2C=CC=CC=2)=O)=CC=1.C1C=CC(/C=C/C(/C=C/C2C=CC=CC=2)=O)=CC=1.[Pd].[Pd].O1CCOCC1. The yield is 0.220. The product is [CH:18]1([S:21]([N:24]2[CH:28]=[C:27]([C:29]3[N:34]=[C:33]([NH:35][C:2]4[N:7]=[CH:6][C:5]5[N:8]=[C:9]([CH2:16][OH:17])[N:10]([CH:11]([CH2:13][CH2:14][CH3:15])[CH3:12])[C:4]=5[CH:3]=4)[CH:32]=[CH:31][N:30]=3)[CH:26]=[N:25]2)(=[O:22])=[O:23])[CH2:20][CH2:19]1. The reactants are Br[C:2]1[N:7]=[CH:6][C:5]2[N:8]=[C:9]([CH2:16][OH:17])[N:10]([CH:11]([CH2:13][CH2:14][CH3:15])[CH3:12])[C:4]=2[CH:3]=1.[CH:18]1([S:21]([N:24]2[CH:28]=[C:27]([C:29]3[N:34]=[C:33]([NH2:35])[CH:32]=[CH:31][N:30]=3)[CH:26]=[N:25]2)(=[O:23])=[O:22])[CH2:20][CH2:19]1.C1(P(C2C=CC=CC=2)C2C3OC4C(=CC=CC=4P(C4C=CC=CC=4)C4C=CC=CC=4)C(C)(C)C=3C=CC=2)C=CC=CC=1.C(=O)([O-])[O-].[Cs+].[Cs+]. (4) The reactants are Cl.[CH2:2]1[C:5]2([CH2:10][CH2:9][N:8]([C:11]([O:13][C:14]([CH3:17])([CH3:16])[CH3:15])=[O:12])[CH2:7][CH2:6]2)[CH2:4][NH:3]1.[N:18]1[CH:23]=[CH:22][CH:21]=[N:20][C:19]=1[C:24]1[CH:25]=[C:26]2[C:30](=[CH:31][CH:32]=1)[C:29](=O)[CH2:28][CH2:27]2.C(N(CC)CC)C.C(O[BH-](OC(=O)C)OC(=O)C)(=O)C.[Na+]. The catalyst is ClCCl.CC(C)[O-].[Ti+4].CC(C)[O-].CC(C)[O-].CC(C)[O-]. The product is [N:18]1[CH:23]=[CH:22][CH:21]=[N:20][C:19]=1[C:24]1[CH:25]=[C:26]2[C:30](=[CH:31][CH:32]=1)[CH:29]([N:3]1[CH2:4][C:5]3([CH2:6][CH2:7][N:8]([C:11]([O:13][C:14]([CH3:17])([CH3:16])[CH3:15])=[O:12])[CH2:9][CH2:10]3)[CH2:2]1)[CH2:28][CH2:27]2. The yield is 0.577. (5) The catalyst is S([O-])(O)(=O)=O.C([N+](CCCC)(CCCC)CCCC)CCC.ClC1C=CC=CC=1.O[W](O)(=O)=O. The product is [Cl:6][C:7]1[CH:13]=[CH:12][CH:11]=[C:10]([Cl:14])[C:8]=1[N+:9]([O-:2])=[O:17]. The yield is 0.620. The reactants are S(=O)(=O)(O)[OH:2].[Cl:6][C:7]1[CH:13]=[CH:12][CH:11]=[C:10]([Cl:14])[C:8]=1[NH2:9].OO.[OH-:17].[Na+].